From a dataset of Forward reaction prediction with 1.9M reactions from USPTO patents (1976-2016). Predict the product of the given reaction. (1) The product is: [F:35][C:33]1[CH:34]=[C:29]([C:26]2[CH:25]=[CH:24][C:23]([CH2:22][CH2:21][C@@H:4]([O:3][CH:1]=[O:2])[C@H:5]([CH2:6][CH2:7][N:8]3[C:9](=[O:18])[C:10]4[C:15](=[CH:14][CH:13]=[CH:12][CH:11]=4)[C:16]3=[O:17])[C:19]([OH:38])=[O:20])=[CH:28][CH:27]=2)[CH:30]=[C:31]([F:36])[CH:32]=1. Given the reactants [CH:1]([O:3][C@H:4]([CH2:21][CH2:22][C:23]1[CH:28]=[CH:27][C:26]([C:29]2[CH:34]=[C:33]([F:35])[CH:32]=[C:31]([F:36])[CH:30]=2)=[CH:25][CH:24]=1)[C@@H:5]([CH:19]=[O:20])[CH2:6][CH2:7][N:8]1[C:16](=[O:17])[C:15]2[C:10](=[CH:11][CH:12]=[CH:13][CH:14]=2)[C:9]1=[O:18])=[O:2].P([O-])(O)(O)=[O:38].[Na+].OO.Cl([O-])=O.[Na+], predict the reaction product. (2) Given the reactants Cl.[CH3:2][CH:3]1[CH:8]([C:9]([N:11]2[CH2:15][CH2:14][CH2:13][CH2:12]2)=[O:10])[CH2:7][CH2:6][NH:5][CH2:4]1.C(=O)([O-])[O-].[K+].[K+].[C:22]1([N:28]2[CH:32]=[C:31]([C:33]([NH:35][CH2:36][CH2:37][NH:38][C:39](=O)[O:40]C3C=CC=CC=3)=[O:34])[C:30]([C:48]([F:51])([F:50])[F:49])=[N:29]2)[CH:27]=[CH:26][CH:25]=[CH:24][CH:23]=1, predict the reaction product. The product is: [CH3:2][CH:3]1[CH:8]([C:9]([N:11]2[CH2:15][CH2:14][CH2:13][CH2:12]2)=[O:10])[CH2:7][CH2:6][N:5]([C:39]([NH:38][CH2:37][CH2:36][NH:35][C:33]([C:31]2[C:30]([C:48]([F:49])([F:50])[F:51])=[N:29][N:28]([C:22]3[CH:23]=[CH:24][CH:25]=[CH:26][CH:27]=3)[CH:32]=2)=[O:34])=[O:40])[CH2:4]1.